This data is from Forward reaction prediction with 1.9M reactions from USPTO patents (1976-2016). The task is: Predict the product of the given reaction. (1) Given the reactants C(=O)([O-])[O-].[K+].[K+].[CH2:7]([N:10]([C:20]1[CH:25]=[CH:24][C:23]([Cl:26])=[CH:22][C:21]=1[CH:27]([C:29]1[CH:34]=[CH:33][CH:32]=[C:31]([O:35][CH3:36])[C:30]=1[O:37][CH3:38])[OH:28])[C:11](=[O:19])/[CH:12]=[CH:13]/[C:14]([O:16][CH2:17][CH3:18])=[O:15])[CH:8]=[CH2:9].C(OCC)(=O)C, predict the reaction product. The product is: [CH2:7]([N:10]1[C:20]2[CH:25]=[CH:24][C:23]([Cl:26])=[CH:22][C:21]=2[CH:27]([C:29]2[CH:34]=[CH:33][CH:32]=[C:31]([O:35][CH3:36])[C:30]=2[O:37][CH3:38])[O:28][CH:12]([CH2:13][C:14]([O:16][CH2:17][CH3:18])=[O:15])[C:11]1=[O:19])[CH:8]=[CH2:9]. (2) Given the reactants [Cl:1][C:2]1[CH:3]=[C:4]([C:9]2[O:13][C:12]([C:14]([OH:16])=O)=[CH:11][CH:10]=2)[CH:5]=[C:6]([Cl:8])[CH:7]=1.[CH2:17]([O:19][C:20](=[O:30])[CH:21]=[CH:22][C:23]1[CH:28]=[CH:27][CH:26]=[C:25]([NH2:29])[CH:24]=1)[CH3:18], predict the reaction product. The product is: [CH2:17]([O:19][C:20](=[O:30])[CH:21]=[CH:22][C:23]1[CH:28]=[CH:27][CH:26]=[C:25]([NH:29][C:14]([C:12]2[O:13][C:9]([C:4]3[CH:5]=[C:6]([Cl:8])[CH:7]=[C:2]([Cl:1])[CH:3]=3)=[CH:10][CH:11]=2)=[O:16])[CH:24]=1)[CH3:18]. (3) Given the reactants [S:1](=[O:5])(=[O:4])([OH:3])[OH:2].[O-:6][P:7]([O-:10])([O-:9])=[O:8].[O-:6][P:7]([O-:10])([O-:9])=[O:8].[O-:6][P:7]([O-:10])([O-:9])=[O:8].[F-].[Ca+2:22].[Ca+2:22].[Ca+2:22].[Ca+2].[Ca+2], predict the reaction product. The product is: [S:1]([O-:5])([O-:4])(=[O:3])=[O:2].[Ca+2:22].[P:7](=[O:6])([OH:10])([OH:9])[OH:8]. (4) Given the reactants [C:1]([Mg]Cl)([CH3:4])([CH3:3])[CH3:2].[Br:7][C:8]1[CH:15]=[CH:14][C:11]([CH:12]=[O:13])=[CH:10][CH:9]=1.[Cl-].[NH4+], predict the reaction product. The product is: [Br:7][C:8]1[CH:15]=[CH:14][C:11]([CH:12]([OH:13])[C:1]([CH3:4])([CH3:3])[CH3:2])=[CH:10][CH:9]=1.